From a dataset of Forward reaction prediction with 1.9M reactions from USPTO patents (1976-2016). Predict the product of the given reaction. The product is: [Cl:1][C:2]1[CH:3]=[CH:4][C:5]([C:8]2([CH3:34])[C:12]([C:14]3[CH:15]=[CH:16][C:17]([Cl:20])=[CH:18][CH:19]=3)([CH3:13])[N:11]([C:42]([Cl:44])=[O:43])[C:10]([C:21]3[CH:26]=[CH:25][C:24]([C:27]([CH3:28])([CH3:30])[CH3:29])=[CH:23][C:22]=3[O:31][CH2:32][CH3:33])=[N:9]2)=[CH:6][CH:7]=1. Given the reactants [Cl:1][C:2]1[CH:7]=[CH:6][C:5]([C:8]2([CH3:34])[C:12]([C:14]3[CH:19]=[CH:18][C:17]([Cl:20])=[CH:16][CH:15]=3)([CH3:13])[NH:11][C:10]([C:21]3[CH:26]=[CH:25][C:24]([C:27]([CH3:30])([CH3:29])[CH3:28])=[CH:23][C:22]=3[O:31][CH2:32][CH3:33])=[N:9]2)=[CH:4][CH:3]=1.C(N(CC)CC)C.[C:42](Cl)([Cl:44])=[O:43], predict the reaction product.